From a dataset of Catalyst prediction with 721,799 reactions and 888 catalyst types from USPTO. Predict which catalyst facilitates the given reaction. (1) Reactant: [CH3:1][C@:2]12[C@@:19]3([CH3:20])[C@@H:10]([C@:11]4([CH3:36])[C@@H:16]([CH2:17][CH2:18]3)[C:15]([CH3:22])([CH3:21])[C@@H:14]([O:23][C:24]([C@H:26]3[C@@H:28]([CH2:29][C:30]([O:32]C)=[O:31])[C:27]3([CH3:35])[CH3:34])=[O:25])[CH2:13][CH2:12]4)[CH2:9][CH2:8][C@@H:7]1[C@H:6]1[C@H:37]([C:40]([CH3:42])=[CH2:41])[CH2:38][CH2:39][C@:5]1([C:43]1[O:44][C:45]([C:48]3[CH:53]=[CH:52][CH:51]=[CH:50][CH:49]=3)=[N:46][N:47]=1)[CH2:4][CH2:3]2.O. Product: [CH3:34][C:27]1([CH3:35])[C@@H:26]([C:24]([O:23][C@H:14]2[CH2:13][CH2:12][C@@:11]3([CH3:36])[C@@H:16]([CH2:17][CH2:18][C@:19]4([CH3:20])[C@@H:10]3[CH2:9][CH2:8][C@H:7]3[C@@:2]4([CH3:1])[CH2:3][CH2:4][C@@:5]4([C:43]5[O:44][C:45]([C:48]6[CH:53]=[CH:52][CH:51]=[CH:50][CH:49]=6)=[N:46][N:47]=5)[CH2:39][CH2:38][C@@H:37]([C:40]([CH3:42])=[CH2:41])[C@@H:6]43)[C:15]2([CH3:22])[CH3:21])=[O:25])[C@H:28]1[CH2:29][C:30]([OH:32])=[O:31]. The catalyst class is: 1. (2) Reactant: Br[C:2]1[S:3][CH:4]=[C:5]([Br:7])[N:6]=1.Cl.[CH:9]12[CH2:14][CH:13]1[CH2:12][NH:11][CH2:10]2.CCN(C(C)C)C(C)C. Product: [CH:9]12[CH2:14][CH:13]1[CH2:12][N:11]([C:2]1[S:3][CH:4]=[C:5]([Br:7])[N:6]=1)[CH2:10]2. The catalyst class is: 3.